This data is from Reaction yield outcomes from USPTO patents with 853,638 reactions. The task is: Predict the reaction yield, written as a fraction of the theoretical maximum amount of product (1.0 means a 100% yield; for example, 0.34 means a 34% yield). (1) The reactants are [CH3:1][O:2][C:3]1[CH:4]=[C:5]2[C:10](=[CH:11][CH:12]=1)[C:9](=[O:13])[CH2:8][CH2:7][CH2:6]2.[B-](F)(F)(F)[F:15].[B-](F)(F)(F)F.C1[N+]2(CCl)CC[N+](F)(CC2)C1. The catalyst is C(#N)C. The product is [F:15][C:4]1[C:3]([O:2][CH3:1])=[CH:12][CH:11]=[C:10]2[C:5]=1[CH2:6][CH2:7][CH2:8][C:9]2=[O:13]. The yield is 0.410. (2) The reactants are [CH2:1]([NH:8][C:9]1[CH:14]=[CH:13][C:12]([CH2:15][C:16](Cl)=[N:17][OH:18])=[CH:11][CH:10]=1)[C:2]1[CH:7]=[CH:6][CH:5]=[CH:4][CH:3]=1.[C:20]([C:22]1[C:23]([NH2:29])=[N:24][C:25]([NH2:28])=[CH:26][CH:27]=1)#[CH:21].C(N(CC)CC)C. The catalyst is O1CCCC1. The product is [CH2:1]([NH:8][C:9]1[CH:14]=[CH:13][C:12]([CH2:15][C:16]2[CH:21]=[C:20]([C:22]3[C:23]([NH2:29])=[N:24][C:25]([NH2:28])=[CH:26][CH:27]=3)[O:18][N:17]=2)=[CH:11][CH:10]=1)[C:2]1[CH:7]=[CH:6][CH:5]=[CH:4][CH:3]=1. The yield is 0.0840. (3) The reactants are [O:1]1[CH2:5][CH2:4][CH2:3][C@@H:2]1[CH2:6][OH:7].[CH3:8][C:9]1[CH:14]=[CH:13][C:12]([S:15](Cl)(=[O:17])=[O:16])=[CH:11][CH:10]=1. The catalyst is C(Cl)Cl.N1C=CC=CC=1. The product is [CH3:8][C:9]1[CH:14]=[CH:13][C:12]([S:15]([O:7][CH2:6][C@H:2]2[CH2:3][CH2:4][CH2:5][O:1]2)(=[O:17])=[O:16])=[CH:11][CH:10]=1. The yield is 0.690. (4) The reactants are [CH:1]12[N:8]([C:9]3[CH:14]=[C:13]([CH2:15][N:16]([CH3:18])[CH3:17])[N:12]=[C:11]([C:19]4[CH:24]=[CH:23][C:22]([NH:25][C:26]([NH:28][CH3:29])=[O:27])=[CH:21][CH:20]=4)[N:10]=3)[CH:5]([CH2:6][CH2:7]1)[CH2:4][O:3][CH2:2]2.[CH3:30]N=C=O. No catalyst specified. The product is [CH:5]12[N:8]([C:9]3[CH:14]=[C:13]([CH2:15][N:16]([CH3:18])[CH3:17])[N:12]=[C:11]([C:19]4[CH:20]=[CH:21][C:22]([NH:25][C:26]([NH:28][CH2:29][CH3:30])=[O:27])=[CH:23][CH:24]=4)[N:10]=3)[CH:1]([CH2:7][CH2:6]1)[CH2:2][O:3][CH2:4]2. The yield is 0.210. (5) The reactants are [Cl-].O[NH3+:3].[C:4](=[O:7])([O-])[OH:5].[Na+].CS(C)=O.[CH2:13]([C:17]1[N:18]=[C:19]([CH3:48])[N:20]([CH2:39][C:40]2[CH:45]=[CH:44][C:43]([O:46][CH3:47])=[CH:42][CH:41]=2)[C:21](=[O:38])[C:22]=1[CH2:23][C:24]1[CH:29]=[CH:28][C:27]([C:30]2[C:31]([C:36]#[N:37])=[CH:32][CH:33]=[CH:34][CH:35]=2)=[CH:26][CH:25]=1)[CH2:14][CH2:15][CH3:16]. The catalyst is C(OCC)(=O)C. The product is [CH2:13]([C:17]1[N:18]=[C:19]([CH3:48])[N:20]([CH2:39][C:40]2[CH:45]=[CH:44][C:43]([O:46][CH3:47])=[CH:42][CH:41]=2)[C:21](=[O:38])[C:22]=1[CH2:23][C:24]1[CH:25]=[CH:26][C:27]([C:30]2[CH:35]=[CH:34][CH:33]=[CH:32][C:31]=2[C:36]2[NH:3][C:4](=[O:7])[O:5][N:37]=2)=[CH:28][CH:29]=1)[CH2:14][CH2:15][CH3:16]. The yield is 0.540. (6) The reactants are CN(C)C=O.Cl[CH2:7][CH2:8][O:9][C:10]1[CH:19]=[C:18]2[C:13]([C:14]([O:20][C:21]3[C:22]([CH3:31])=[N:23][C:24]4[C:29]([CH:30]=3)=[CH:28][CH:27]=[CH:26][CH:25]=4)=[CH:15][CH:16]=[N:17]2)=[CH:12][C:11]=1[O:32][CH3:33].C(=O)([O-])[O-].[K+].[K+].[NH:40]1[CH2:45][CH2:44][O:43][CH2:42][CH2:41]1. The catalyst is O. The product is [CH3:33][O:32][C:11]1[CH:12]=[C:13]2[C:18](=[CH:19][C:10]=1[O:9][CH2:8][CH2:7][N:40]1[CH2:45][CH2:44][O:43][CH2:42][CH2:41]1)[N:17]=[CH:16][CH:15]=[C:14]2[O:20][C:21]1[C:22]([CH3:31])=[N:23][C:24]2[C:29]([CH:30]=1)=[CH:28][CH:27]=[CH:26][CH:25]=2. The yield is 0.410. (7) The reactants are Cl[C:2]1[O:3][C:4]([C:7]2[N:8]([C:16]([O:18][C:19]([CH3:22])([CH3:21])[CH3:20])=[O:17])[C:9]3[C:14]([CH:15]=2)=[CH:13][CH:12]=[CH:11][CH:10]=3)=[CH:5][N:6]=1.[NH2:23][C:24]1[CH:25]=[C:26]([NH:30][S:31]([CH3:34])(=[O:33])=[O:32])[CH:27]=[CH:28][CH:29]=1. The catalyst is CC(O)C. The product is [CH3:34][S:31]([NH:30][C:26]1[CH:25]=[C:24]([NH:23][C:2]2[O:3][C:4]([C:7]3[N:8]([C:16]([O:18][C:19]([CH3:22])([CH3:21])[CH3:20])=[O:17])[C:9]4[C:14]([CH:15]=3)=[CH:13][CH:12]=[CH:11][CH:10]=4)=[CH:5][N:6]=2)[CH:29]=[CH:28][CH:27]=1)(=[O:33])=[O:32]. The yield is 0.540. (8) The reactants are [Cl-].O[NH3+:3].[C:4](=[O:7])([O-])[OH:5].[Na+].CS(C)=O.[F:13][C:14]1[CH:19]=[C:18]([CH2:20][C:21]2[C:26](=[O:27])[N:25]([C:28]3[CH:33]=[CH:32][C:31]([O:34][CH:35]([CH3:37])[CH3:36])=[CH:30][CH:29]=3)[C:24]([CH3:38])=[N:23][C:22]=2[CH2:39][CH2:40][CH3:41])[CH:17]=[CH:16][C:15]=1[C:42]1[C:43]([C:48]#[N:49])=[CH:44][CH:45]=[CH:46][CH:47]=1. The catalyst is C(OCC)(=O)C. The product is [F:13][C:14]1[CH:19]=[C:18]([CH2:20][C:21]2[C:26](=[O:27])[N:25]([C:28]3[CH:29]=[CH:30][C:31]([O:34][CH:35]([CH3:36])[CH3:37])=[CH:32][CH:33]=3)[C:24]([CH3:38])=[N:23][C:22]=2[CH2:39][CH2:40][CH3:41])[CH:17]=[CH:16][C:15]=1[C:42]1[CH:47]=[CH:46][CH:45]=[CH:44][C:43]=1[C:48]1[NH:3][C:4](=[O:7])[O:5][N:49]=1. The yield is 0.500. (9) The reactants are [C:1]([NH:4][NH:5][C:6](=[O:16])[C:7]1[CH:12]=[CH:11][C:10]([Br:13])=[CH:9][C:8]=1[O:14][CH3:15])(=O)[CH3:2].CC[N+](S(N=C(OC)[O-])(=O)=O)(CC)CC. The catalyst is C1COCC1.[Cl-].[Na+].O. The product is [Br:13][C:10]1[CH:11]=[CH:12][C:7]([C:6]2[O:16][C:1]([CH3:2])=[N:4][N:5]=2)=[C:8]([O:14][CH3:15])[CH:9]=1. The yield is 0.690.